Dataset: Reaction yield outcomes from USPTO patents with 853,638 reactions. Task: Predict the reaction yield, written as a fraction of the theoretical maximum amount of product (1.0 means a 100% yield; for example, 0.34 means a 34% yield). (1) The reactants are [Br:1][C:2]1[S:6][C:5](C(N)=O)=[C:4]([NH:10][CH3:11])[C:3]=1[CH3:12].[CH3:13][C:14]([CH3:16])=O.[O-]S([O-])(=O)=O.[Mg+2].CC1C=CC(S(O)(=O)=O)=CC=1.[C:34]([O-:37])(O)=O.[Na+].C[N:40](C=O)C. No catalyst specified. The product is [Br:1][C:2]1[S:6][C:5]2[C:34](=[O:37])[NH:40][C:14]([CH3:16])([CH3:13])[N:10]([CH3:11])[C:4]=2[C:3]=1[CH3:12]. The yield is 0.430. (2) The reactants are [CH3:1][C@@H:2]([NH2:11])[C@H:3]([OH:10])[C:4]1[CH:9]=[CH:8][CH:7]=[CH:6][CH:5]=1.Cl[C:13](Cl)([O:15]C(=O)OC(Cl)(Cl)Cl)Cl. The catalyst is C(Cl)Cl. The product is [CH3:1][C@H:2]1[C@H:3]([C:4]2[CH:5]=[CH:6][CH:7]=[CH:8][CH:9]=2)[O:10][C:13](=[O:15])[NH:11]1. The yield is 0.890. (3) The reactants are [CH:1]([C:3]1[CH:11]=[CH:10][C:6]([C:7]([OH:9])=[O:8])=[C:5]([CH3:12])[CH:4]=1)=[O:2].OS(O)(=O)=O.[CH3:18][CH2:19]O. No catalyst specified. The product is [CH:1]([C:3]1[CH:11]=[CH:10][C:6]([C:7]([O:9][CH2:18][CH3:19])=[O:8])=[C:5]([CH3:12])[CH:4]=1)=[O:2]. The yield is 0.800. (4) The reactants are [CH3:1][C:2]1[CH:3]=[C:4]([CH:13]=[CH:14][CH:15]=1)[C:5]([C:7]1[CH:12]=[CH:11][CH:10]=[CH:9][CH:8]=1)=[O:6].[Br:16]N1C(=O)CCC1=O.N(C(C)(C)C#N)=NC(C)(C)C#N. The catalyst is C(Cl)(Cl)(Cl)Cl. The product is [Br:16][CH2:1][C:2]1[CH:3]=[C:4]([CH:13]=[CH:14][CH:15]=1)[C:5]([C:7]1[CH:12]=[CH:11][CH:10]=[CH:9][CH:8]=1)=[O:6]. The yield is 0.770. (5) The reactants are C1(N=C=NC2CCCCC2)CCCCC1.[CH3:16][N:17]([CH3:23])[C:18](=[O:22])[C:19]([OH:21])=O.ON1C2C=CC=CC=2N=N1.[CH3:34][O:35][C:36]1[CH:45]=[C:44]([O:46][CH3:47])[CH:43]=[C:42]2[C:37]=1[C:38](=[O:61])[NH:39][C:40]([C:48]1[C:53]([NH:54][CH:55]3[CH2:60][CH2:59][NH:58][CH2:57][CH2:56]3)=[CH:52][CH:51]=[CH:50][N:49]=1)=[N:41]2. The catalyst is CN(C=O)C. The product is [CH3:34][O:35][C:36]1[CH:45]=[C:44]([O:46][CH3:47])[CH:43]=[C:42]2[C:37]=1[C:38](=[O:61])[NH:39][C:40]([C:48]1[C:53]([NH:54][CH:55]3[CH2:60][CH2:59][N:58]([C:19](=[O:21])[C:18]([N:17]([CH3:23])[CH3:16])=[O:22])[CH2:57][CH2:56]3)=[CH:52][CH:51]=[CH:50][N:49]=1)=[N:41]2. The yield is 0.240.